This data is from Reaction yield outcomes from USPTO patents with 853,638 reactions. The task is: Predict the reaction yield, written as a fraction of the theoretical maximum amount of product (1.0 means a 100% yield; for example, 0.34 means a 34% yield). (1) The reactants are [CH2:1]([C:5]1[NH:6][CH:7]=[CH:8][N:9]=1)[CH2:2][CH2:3][CH3:4].C[O-].[Na+].[Cl:13][C:14]1[CH:21]=[CH:20][CH:19]=[CH:18][C:15]=1[CH2:16]Br.C(OCC)(=O)C.CCCCCC. The catalyst is CO. The product is [CH2:1]([C:5]1[N:6]([CH2:16][C:15]2[CH:18]=[CH:19][CH:20]=[CH:21][C:14]=2[Cl:13])[CH:7]=[CH:8][N:9]=1)[CH2:2][CH2:3][CH3:4]. The yield is 0.610. (2) The reactants are FC(F)(F)S(O[C:7]1[C:15]2[C:10](=[CH:11][N:12]=[CH:13][CH:14]=2)[O:9][C:8]=1[C:16]1[N:21]=[CH:20][CH:19]=[CH:18][N:17]=1)(=O)=O.[NH2:24][C:25]1[CH:33]=[CH:32][CH:31]=[C:30]2[C:26]=1[C:27]([Cl:41])=[N:28][N:29]2[C:34]([O:36][C:37]([CH3:40])([CH3:39])[CH3:38])=[O:35].CC1(C)C2C(=C(P(C3C=CC=CC=3)C3C=CC=CC=3)C=CC=2)OC2C(P(C3C=CC=CC=3)C3C=CC=CC=3)=CC=CC1=2.[O-]P([O-])([O-])=O.[K+].[K+].[K+]. The catalyst is C1(C)C=CC=CC=1.C1C=CC(/C=C/C(/C=C/C2C=CC=CC=2)=O)=CC=1.C1C=CC(/C=C/C(/C=C/C2C=CC=CC=2)=O)=CC=1.C1C=CC(/C=C/C(/C=C/C2C=CC=CC=2)=O)=CC=1.[Pd].[Pd]. The product is [Cl:41][C:27]1[C:26]2[C:30](=[CH:31][CH:32]=[CH:33][C:25]=2[NH:24][C:7]2[C:15]3[C:10](=[CH:11][N:12]=[CH:13][CH:14]=3)[O:9][C:8]=2[C:16]2[N:21]=[CH:20][CH:19]=[CH:18][N:17]=2)[N:29]([C:34]([O:36][C:37]([CH3:40])([CH3:39])[CH3:38])=[O:35])[N:28]=1. The yield is 0.680. (3) The reactants are [C:1](=O)([O-])[O-].[Cs+].[Cs+].[CH2:7]([C:9]1[CH:14]=[CH:13][C:12]([OH:15])=[C:11]([C:16]2[O:17][CH:18]=[CH:19][N:20]=2)[CH:10]=1)[CH3:8].[CH3:21][O:22][C:23](=[O:42])[CH2:24][CH2:25][C:26]1[CH:31]=[CH:30][C:29]([O:32][CH2:33][CH2:34][C@@H:35](OS(C)(=O)=O)[CH3:36])=[CH:28][CH:27]=1. The catalyst is CN(C=O)C. The product is [CH3:21][O:22][C:23](=[O:42])[CH2:24][CH2:25][C:26]1[CH:31]=[CH:30][C:29]([O:32][CH2:33][CH2:34][C@@H:35]([O:15][C:12]2[CH:13]=[CH:14][C:9]([CH2:7][CH3:8])=[CH:10][C:11]=2[C:16]2[O:17][CH:18]=[CH:19][N:20]=2)[CH3:36])=[CH:28][C:27]=1[CH3:1]. The yield is 0.370. (4) The reactants are [OH:1][C:2]1[CH:3]=[C:4]([CH:18]=[CH:19][CH:20]=1)[C:5]([NH:7][C:8]1[CH:13]=[CH:12][CH:11]=[C:10]([C:14]([F:17])([F:16])[F:15])[CH:9]=1)=[O:6].F[C:22]1[CH:27]=[CH:26][C:25]([N+:28]([O-:30])=[O:29])=[CH:24][CH:23]=1.C(=O)([O-])[O-].[K+].[K+]. No catalyst specified. The product is [N+:28]([C:25]1[CH:26]=[CH:27][C:22]([O:1][C:2]2[CH:3]=[C:4]([CH:18]=[CH:19][CH:20]=2)[C:5]([NH:7][C:8]2[CH:13]=[CH:12][CH:11]=[C:10]([C:14]([F:15])([F:16])[F:17])[CH:9]=2)=[O:6])=[CH:23][CH:24]=1)([O-:30])=[O:29]. The yield is 0.960. (5) The reactants are [Si:1]([O:18][C@@H:19]([CH3:25])[CH2:20][C:21](OC)=[O:22])([C:14]([CH3:17])([CH3:16])[CH3:15])([C:8]1[CH:13]=[CH:12][CH:11]=[CH:10][CH:9]=1)[C:2]1[CH:7]=[CH:6][CH:5]=[CH:4][CH:3]=1.CC(C[AlH]CC(C)C)C.[NH4+].[Cl-].[O-]S([O-])(=O)=O.[Mg+2]. The catalyst is C1(C)C=CC=CC=1.CCOCC.CO. The product is [Si:1]([O:18][C@@H:19]([CH3:25])[CH2:20][CH:21]=[O:22])([C:14]([CH3:16])([CH3:17])[CH3:15])([C:8]1[CH:9]=[CH:10][CH:11]=[CH:12][CH:13]=1)[C:2]1[CH:3]=[CH:4][CH:5]=[CH:6][CH:7]=1. The yield is 0.920. (6) The reactants are [CH2:1]1[C:9]2[C:4](=[CH:5][CH:6]=[CH:7][CH:8]=2)[CH2:3][NH:2]1.Br[CH2:11][CH:12]1[CH2:14][O:13]1.C([O-])([O-])=O.[K+].[K+]. The catalyst is CC#N. The product is [O:13]1[CH2:14][CH:12]1[CH2:11][N:2]1[CH2:3][C:4]2[C:9](=[CH:8][CH:7]=[CH:6][CH:5]=2)[CH2:1]1. The yield is 0.950. (7) The reactants are [Br:1][C:2]1[CH:8]=[CH:7][CH:6]=[C:5]([C:9]([CH3:12])([CH3:11])[CH3:10])[C:3]=1[NH2:4].C(=O)(O)[O-].[Na+].[I:18]I.S([O-])([O-])(=O)=S.[Na+].[Na+]. The catalyst is O. The product is [Br:1][C:2]1[CH:8]=[C:7]([I:18])[CH:6]=[C:5]([C:9]([CH3:12])([CH3:11])[CH3:10])[C:3]=1[NH2:4]. The yield is 0.650.